This data is from Forward reaction prediction with 1.9M reactions from USPTO patents (1976-2016). The task is: Predict the product of the given reaction. Given the reactants [CH2:1]([P:12](=[O:21])([O:17][CH2:18][CH:19]=[CH2:20])[O:13][CH2:14][CH:15]=[CH2:16])[P:2](=[O:11])([O:7][CH2:8][CH:9]=[CH2:10])[O:3][CH2:4][CH:5]=[CH2:6].[H-].[Na+].[N+:24]([C:27]1[CH:34]=[CH:33][C:30]([CH2:31]Br)=[CH:29][CH:28]=1)([O-:26])=[O:25].[NH4+].[Cl-], predict the reaction product. The product is: [N+:24]([C:27]1[CH:34]=[CH:33][C:30]([CH2:31][CH:1]([P:2](=[O:11])([O:7][CH2:8][CH:9]=[CH2:10])[O:3][CH2:4][CH:5]=[CH2:6])[P:12](=[O:21])([O:13][CH2:14][CH:15]=[CH2:16])[O:17][CH2:18][CH:19]=[CH2:20])=[CH:29][CH:28]=1)([O-:26])=[O:25].